This data is from Full USPTO retrosynthesis dataset with 1.9M reactions from patents (1976-2016). The task is: Predict the reactants needed to synthesize the given product. (1) The reactants are: [Br:1][C:2]1[CH:3]=[N:4][C:5]2[N:6]([N:8]=[C:9]([C:11]([OH:13])=O)[CH:10]=2)[CH:7]=1.[CH2:14]([N:16]([CH2:28][CH3:29])[C:17]1[CH:18]=[C:19]2[C:24](=[CH:25][CH:26]=1)[CH:23]([CH3:27])[NH:22][CH2:21][CH2:20]2)[CH3:15]. Given the product [Br:1][C:2]1[CH:3]=[N:4][C:5]2[N:6]([N:8]=[C:9]([C:11]([N:22]3[CH2:21][CH2:20][C:19]4[C:24](=[CH:25][CH:26]=[C:17]([N:16]([CH2:28][CH3:29])[CH2:14][CH3:15])[CH:18]=4)[CH:23]3[CH3:27])=[O:13])[CH:10]=2)[CH:7]=1, predict the reactants needed to synthesize it. (2) Given the product [CH3:1][Si:5]([O:10][CH3:11])([O:8][CH3:9])[O:6][CH3:7].[CH2:1]([Si:5]([O:10][CH3:11])([O:6][CH3:7])[O:8][CH3:9])[CH:2]([CH3:4])[CH3:3].[OH-:14].[K+:21], predict the reactants needed to synthesize it. The reactants are: [CH2:1]([Si:5]([O:10][CH3:11])([O:8][CH3:9])[O:6][CH3:7])[CH:2]([CH3:4])[CH3:3].C[Si](OC)(OC)[O:14]C.[OH-].[K+:21].